Dataset: Reaction yield outcomes from USPTO patents with 853,638 reactions. Task: Predict the reaction yield, written as a fraction of the theoretical maximum amount of product (1.0 means a 100% yield; for example, 0.34 means a 34% yield). The reactants are [F:1][C:2]1[CH:7]=[CH:6][C:5]([C:8]2[C:12]([C:13](O)=[O:14])=[CH:11][O:10][N:9]=2)=[CH:4][CH:3]=1.C(N(CC)CC)C.C(OC(Cl)=O)C.[BH4-].[Na+]. The catalyst is C1COCC1.O.[OH-].[Na+]. The product is [F:1][C:2]1[CH:3]=[CH:4][C:5]([C:8]2[C:12]([CH2:13][OH:14])=[CH:11][O:10][N:9]=2)=[CH:6][CH:7]=1. The yield is 0.540.